Regression. Given a peptide amino acid sequence and an MHC pseudo amino acid sequence, predict their binding affinity value. This is MHC class I binding data. From a dataset of Peptide-MHC class I binding affinity with 185,985 pairs from IEDB/IMGT. (1) The peptide sequence is TSTLQEQIGW. The MHC is HLA-A01:01 with pseudo-sequence HLA-A01:01. The binding affinity (normalized) is 0. (2) The peptide sequence is YTFVVPLVY. The MHC is Mamu-A02 with pseudo-sequence Mamu-A02. The binding affinity (normalized) is 0.970. (3) The peptide sequence is WHQARFEEL. The MHC is HLA-B18:01 with pseudo-sequence HLA-B18:01. The binding affinity (normalized) is 0.0847. (4) The peptide sequence is FIRYGDASL. The MHC is HLA-B27:05 with pseudo-sequence HLA-B27:05. The binding affinity (normalized) is 0.0847. (5) The peptide sequence is GVNACQVGV. The MHC is HLA-A01:01 with pseudo-sequence HLA-A01:01. The binding affinity (normalized) is 0.0847. (6) The peptide sequence is SMYVIPDELI. The MHC is HLA-A02:06 with pseudo-sequence HLA-A02:06. The binding affinity (normalized) is 0.427. (7) The peptide sequence is LAAPCRNAL. The MHC is HLA-B08:01 with pseudo-sequence HLA-B08:01. The binding affinity (normalized) is 0.377.